Dataset: Reaction yield outcomes from USPTO patents with 853,638 reactions. Task: Predict the reaction yield, written as a fraction of the theoretical maximum amount of product (1.0 means a 100% yield; for example, 0.34 means a 34% yield). (1) The product is [I:19][C:6]1[NH:5][N:4]=[C:3]([C:7]([O:9][CH2:10][CH3:11])=[O:8])[C:2]=1[CH3:1]. The yield is 0.730. The reactants are [CH3:1][C:2]1[C:3]([C:7]([O:9][CH2:10][CH3:11])=[O:8])=[N:4][NH:5][CH:6]=1.C1C(=O)N([I:19])C(=O)C1. The catalyst is CN(C)C=O. (2) The reactants are Br[C:2]1[CH:7]=[CH:6][C:5]([S:8]([NH:11][C:12]2[S:13][CH:14]=[CH:15][N:16]=2)(=[O:10])=[O:9])=[CH:4][CH:3]=1.[NH:17]1[CH2:21][CH2:20][CH:19]([C:22]([OH:24])=[O:23])[CH2:18]1.O(C(C)(C)C)[Na].C1(P(C2CCCCC2)C2C=CC=CC=2C2C(OC)=CC=CC=2OC)CCCCC1. The catalyst is C1(C)C=CC=CC=1.C1C=CC(/C=C/C(/C=C/C2C=CC=CC=2)=O)=CC=1.C1C=CC(/C=C/C(/C=C/C2C=CC=CC=2)=O)=CC=1.C1C=CC(/C=C/C(/C=C/C2C=CC=CC=2)=O)=CC=1.[Pd].[Pd]. The product is [S:13]1[CH:14]=[CH:15][N:16]=[C:12]1[NH:11][S:8]([C:5]1[CH:6]=[CH:7][C:2]([N:17]2[CH2:21][CH2:20][CH:19]([C:22]([OH:24])=[O:23])[CH2:18]2)=[CH:3][CH:4]=1)(=[O:10])=[O:9]. The yield is 0.430. (3) The reactants are Cl.CN(C)CCCN=C=NCC.OC1C=CC=C[N+]=1[O-].[Cl:21][C:22]1[CH:23]=[C:24]([N:39]2[CH:43]=[N:42][C:41]([C:44](O)=[O:45])=[N:40]2)[CH:25]=[C:26]([Cl:38])[C:27]=1[O:28][CH2:29][C:30]1[CH:35]=[CH:34][C:33]([O:36][CH3:37])=[CH:32][CH:31]=1.Cl.[NH2:48][CH2:49][C:50](=[O:55])[C:51]([CH3:54])([CH3:53])[CH3:52]. The catalyst is N1C=CC=CC=1. The product is [Cl:38][C:26]1[CH:25]=[C:24]([N:39]2[CH:43]=[N:42][C:41]([C:44]([NH:48][CH2:49][C:50](=[O:55])[C:51]([CH3:54])([CH3:53])[CH3:52])=[O:45])=[N:40]2)[CH:23]=[C:22]([Cl:21])[C:27]=1[O:28][CH2:29][C:30]1[CH:35]=[CH:34][C:33]([O:36][CH3:37])=[CH:32][CH:31]=1. The yield is 0.480.